This data is from Forward reaction prediction with 1.9M reactions from USPTO patents (1976-2016). The task is: Predict the product of the given reaction. (1) Given the reactants [Cl:1][C:2]1[CH:7]=[CH:6][C:5]([CH:8]([C:10]2[N:11]([CH3:16])[C:12]([SH:15])=[N:13][CH:14]=2)[OH:9])=[CH:4][CH:3]=1.C(=O)([O-])[O-].[K+].[K+].Br[CH2:24][CH2:25][CH2:26][Cl:27], predict the reaction product. The product is: [Cl:1][C:2]1[CH:3]=[CH:4][C:5]([CH:8]([C:10]2[N:11]([CH3:16])[C:12]([S:15][CH2:24][CH2:25][CH2:26][Cl:27])=[N:13][CH:14]=2)[OH:9])=[CH:6][CH:7]=1. (2) Given the reactants [OH:1][C:2]1[CH:7]=[CH:6][C:5]([N+:8]([O-:10])=[O:9])=[CH:4][C:3]=1[NH:11][C:12]([C:14]1[CH:18]=[C:17]([CH3:19])[S:16][C:15]=1Br)=[O:13].C(=O)([O-])[O-].[K+].[K+], predict the reaction product. The product is: [CH3:19][C:17]1[S:16][C:15]2[O:1][C:2]3[CH:7]=[CH:6][C:5]([N+:8]([O-:10])=[O:9])=[CH:4][C:3]=3[NH:11][C:12](=[O:13])[C:14]=2[CH:18]=1.